This data is from Forward reaction prediction with 1.9M reactions from USPTO patents (1976-2016). The task is: Predict the product of the given reaction. (1) Given the reactants C([O-])([O-])=O.[K+].[K+].[Cl:7][C:8]1[CH:13]=[CH:12][C:11]([Cl:14])=[CH:10][C:9]=1[C:15]1[NH:16][CH:17]=[C:18]([CH3:20])[N:19]=1.Cl[C:22]1[C:27]([N+:28]([O-:30])=[O:29])=[CH:26][CH:25]=[C:24]([Cl:31])[N:23]=1, predict the reaction product. The product is: [Cl:31][C:24]1[N:23]=[C:22]([N:16]2[CH:17]=[C:18]([CH3:20])[N:19]=[C:15]2[C:9]2[CH:10]=[C:11]([Cl:14])[CH:12]=[CH:13][C:8]=2[Cl:7])[C:27]([N+:28]([O-:30])=[O:29])=[CH:26][CH:25]=1. (2) Given the reactants [F:1][C:2]1[CH:3]=[C:4]2[C:9](=[N:10][CH:11]=1)[NH:8][C:7](=[O:12])[C:6]([C:13]#[N:14])=[C:5]2[N:15]1[CH2:20][CH2:19][N:18]([C:21]([C:23]2[S:24][CH:25]=[CH:26][CH:27]=2)=[O:22])[CH2:17][CH2:16]1.[F:28][C:29]1[CH:30]=[C:31]([CH:34]=[CH:35][CH:36]=1)[CH2:32]Br, predict the reaction product. The product is: [F:1][C:2]1[CH:3]=[C:4]2[C:9](=[N:10][CH:11]=1)[N:8]([CH2:32][C:31]1[CH:34]=[CH:35][CH:36]=[C:29]([F:28])[CH:30]=1)[C:7](=[O:12])[C:6]([C:13]#[N:14])=[C:5]2[N:15]1[CH2:20][CH2:19][N:18]([C:21]([C:23]2[S:24][CH:25]=[CH:26][CH:27]=2)=[O:22])[CH2:17][CH2:16]1. (3) Given the reactants [CH2:1]([O:3][C:4]1[CH:5]=[C:6]([CH:9]=[C:10]([O:12][CH2:13][CH3:14])[CH:11]=1)[CH:7]=O)[CH3:2].[C:15](#[N:19])[CH2:16][C:17]#[N:18], predict the reaction product. The product is: [CH2:1]([O:3][C:4]1[CH:5]=[C:6]([CH:9]=[C:10]([O:12][CH2:13][CH3:14])[CH:11]=1)[CH:7]=[C:16]([C:15]#[N:19])[C:17]#[N:18])[CH3:2]. (4) Given the reactants [N:1]([C@@H:4]([C@@H:31]([C:38]1[CH:43]=[CH:42][C:41]([Cl:44])=[CH:40][CH:39]=1)[CH:32]1[CH2:37][CH2:36][O:35][CH2:34][CH2:33]1)[C:5]([NH:7][C:8]1[CH:29]=[CH:28][CH:27]=[C:26]([F:30])[C:9]=1[CH2:10][CH2:11][C@H:12]1[CH2:16][O:15]C(C)(C)[N:13]1C(OC(C)(C)C)=O)=[O:6])=[N+:2]=[N-:3].FC(F)(F)C(O)=O.O, predict the reaction product. The product is: [NH2:13][C@H:12]([CH2:16][OH:15])[CH2:11][CH2:10][C:9]1[C:26]([F:30])=[CH:27][CH:28]=[CH:29][C:8]=1[NH:7][C:5](=[O:6])[C@@H:4]([N:1]=[N+:2]=[N-:3])[C@@H:31]([C:38]1[CH:39]=[CH:40][C:41]([Cl:44])=[CH:42][CH:43]=1)[CH:32]1[CH2:37][CH2:36][O:35][CH2:34][CH2:33]1. (5) Given the reactants [Cl:1][C:2]1[C:20]([C:21]([F:24])([F:23])[F:22])=[CH:19][CH:18]=[CH:17][C:3]=1[C:4]([NH:6][CH2:7][C:8]1[S:9][CH:10]=[CH:11][C:12]=1[CH2:13][N:14]([CH3:16])[CH3:15])=O.COC1C=CC(P2(SP(C3C=CC(OC)=CC=3)(=S)S2)=[S:34])=CC=1, predict the reaction product. The product is: [Cl:1][C:2]1[C:20]([C:21]([F:24])([F:23])[F:22])=[CH:19][CH:18]=[CH:17][C:3]=1[C:4](=[S:34])[NH:6][CH2:7][C:8]1[S:9][CH:10]=[CH:11][C:12]=1[CH2:13][N:14]([CH3:16])[CH3:15]. (6) Given the reactants [CH2:1]([O:3][C:4](=[O:28])[CH2:5][C:6]1[CH:11]=[CH:10][C:9]([O:12][CH3:13])=[C:8]([O:14][C:15]2[CH:20]=[CH:19][C:18]([N+:21]([O-:23])=[O:22])=[CH:17][C:16]=2[CH2:24][NH:25][CH2:26][CH3:27])[CH:7]=1)[CH3:2].[CH:29]1([C:32](Cl)=[O:33])[CH2:31][CH2:30]1, predict the reaction product. The product is: [CH2:1]([O:3][C:4](=[O:28])[CH2:5][C:6]1[CH:11]=[CH:10][C:9]([O:12][CH3:13])=[C:8]([O:14][C:15]2[CH:20]=[CH:19][C:18]([N+:21]([O-:23])=[O:22])=[CH:17][C:16]=2[CH2:24][N:25]([C:32]([CH:29]2[CH2:31][CH2:30]2)=[O:33])[CH2:26][CH3:27])[CH:7]=1)[CH3:2].